This data is from Full USPTO retrosynthesis dataset with 1.9M reactions from patents (1976-2016). The task is: Predict the reactants needed to synthesize the given product. (1) The reactants are: Br[CH2:2][CH2:3][N:4]1[C:12]([S:13][C:14]2[CH:19]=[C:18]([Cl:20])[CH:17]=[C:16]([Cl:21])[CH:15]=2)=[N:11][C:10]2[C:5]1=[N:6][CH:7]=[N:8][C:9]=2[NH2:22].Cl.[CH3:24][O:25][CH:26]([CH3:29])[CH2:27][NH2:28].CCN(CC)CC. Given the product [Cl:21][C:16]1[CH:15]=[C:14]([S:13][C:12]2[N:4]([CH2:3][CH2:2][NH:28][CH2:27][CH:26]([O:25][CH3:24])[CH3:29])[C:5]3[C:10]([N:11]=2)=[C:9]([NH2:22])[N:8]=[CH:7][N:6]=3)[CH:19]=[C:18]([Cl:20])[CH:17]=1, predict the reactants needed to synthesize it. (2) The reactants are: CS(O[CH2:6][C:7]1[CH:11]=[C:10]([C:12]2[C:13]([C:42](=[O:46])[NH:43][CH2:44][CH3:45])=[N:14][O:15][C:16]=2[C:17]2[CH:22]=[C:21]([CH:23]([CH3:25])[CH3:24])[C:20]([O:26][CH2:27][C:28]3[CH:33]=[CH:32][CH:31]=[CH:30][CH:29]=3)=[CH:19][C:18]=2[O:34][CH2:35][C:36]2[CH:41]=[CH:40][CH:39]=[CH:38][CH:37]=2)[O:9][N:8]=1)(=O)=O.[CH3:47][NH:48][CH3:49]. Given the product [CH2:35]([O:34][C:18]1[CH:19]=[C:20]([O:26][CH2:27][C:28]2[CH:29]=[CH:30][CH:31]=[CH:32][CH:33]=2)[C:21]([CH:23]([CH3:24])[CH3:25])=[CH:22][C:17]=1[C:16]1[O:15][N:14]=[C:13]([C:42]([NH:43][CH2:44][CH3:45])=[O:46])[C:12]=1[C:10]1[O:9][N:8]=[C:7]([CH2:6][N:48]([CH3:49])[CH3:47])[CH:11]=1)[C:36]1[CH:41]=[CH:40][CH:39]=[CH:38][CH:37]=1, predict the reactants needed to synthesize it. (3) Given the product [O:22]1[CH2:23][CH2:24][N:19]([C:25]2[CH:26]=[CH:27][C:28]([NH:31][C:32]3[N:34]=[C:10]([C:9]4[N:5]([CH:1]5[CH2:4][CH2:3][CH2:2]5)[C:6]([CH3:18])=[N:7][CH:8]=4)[C:11]([F:16])=[CH:12][N:33]=3)=[CH:29][CH:30]=2)[CH2:20][CH2:21]1, predict the reactants needed to synthesize it. The reactants are: [CH:1]1([N:5]2[C:9]([C:10](=O)/[C:11](/[F:16])=[CH:12]/N(C)C)=[CH:8][N:7]=[C:6]2[CH3:18])[CH2:4][CH2:3][CH2:2]1.[N:19]1([C:25]2[CH:30]=[CH:29][C:28]([NH:31][C:32]([NH2:34])=[NH:33])=[CH:27][CH:26]=2)[CH2:24][CH2:23][O:22][CH2:21][CH2:20]1. (4) Given the product [ClH:32].[NH2:24][C:19]1[N:18]=[C:17]([NH:16][C:13]2[CH:12]=[CH:11][C:10]([NH:9][C:7](=[O:8])[C:6]3[CH:25]=[CH:26][C:3]([NH:2][C:33]4[C:42]5[C:37](=[CH:38][CH:39]=[CH:40][CH:41]=5)[N:36]=[CH:35][CH:34]=4)=[CH:4][CH:5]=3)=[CH:15][CH:14]=2)[CH:22]=[C:21]([CH3:23])[N:20]=1, predict the reactants needed to synthesize it. The reactants are: Cl.[NH2:2][C:3]1[CH:26]=[CH:25][C:6]([C:7]([NH:9][C:10]2[CH:15]=[CH:14][C:13]([NH:16][C:17]3[CH:22]=[C:21]([CH3:23])[N:20]=[C:19]([NH2:24])[N:18]=3)=[CH:12][CH:11]=2)=[O:8])=[CH:5][CH:4]=1.CO.CCO.[Cl:32][C:33]1[C:42]2[C:37](=[CH:38][CH:39]=[CH:40][CH:41]=2)[N:36]=[CH:35][CH:34]=1. (5) Given the product [F:36][CH2:35][CH2:34][N:23]1[CH2:24][CH2:25][CH:20]([O:19][C:15]2[CH:14]=[C:13]3[C:18]([CH:9]([C:6]4[CH:5]=[CH:4][C:3]([O:2][CH3:1])=[CH:8][CH:7]=4)[CH2:10][N:11]([CH3:26])[CH2:12]3)=[CH:17][CH:16]=2)[CH2:21][CH2:22]1, predict the reactants needed to synthesize it. The reactants are: [CH3:1][O:2][C:3]1[CH:8]=[CH:7][C:6]([CH:9]2[C:18]3[C:13](=[CH:14][C:15]([O:19][CH:20]4[CH2:25][CH2:24][NH:23][CH2:22][CH2:21]4)=[CH:16][CH:17]=3)[CH2:12][N:11]([CH3:26])[CH2:10]2)=[CH:5][CH:4]=1.C([O-])([O-])=O.[K+].[K+].Br[CH2:34][CH2:35][F:36]. (6) Given the product [Cl:1][C:2]1[C:11]2[C:6](=[CH:7][C:8]([O:14][CH2:21][CH2:20][CH2:19][S:16]([CH3:15])(=[O:18])=[O:17])=[C:9]([C:12]#[N:13])[CH:10]=2)[N:5]=[CH:4][CH:3]=1, predict the reactants needed to synthesize it. The reactants are: [Cl:1][C:2]1[C:11]2[C:6](=[CH:7][C:8]([OH:14])=[C:9]([C:12]#[N:13])[CH:10]=2)[N:5]=[CH:4][CH:3]=1.[CH3:15][S:16]([CH2:19][CH2:20][CH2:21]O)(=[O:18])=[O:17]. (7) The reactants are: [Br:1][C:2]1[CH:3]=[C:4]([OH:8])[CH:5]=[N:6][CH:7]=1.[C:26]1(P([C:22]2[CH:27]=[CH:26][CH:25]=[CH:24]C=2)[C:26]2[CH:27]=[CH:22]C=[CH:24][CH:25]=2)[CH:27]=[CH:22]C=[CH:24][CH:25]=1.C1(O)CCCC1.N(C(OCC)=O)=NC(OCC)=O. Given the product [Br:1][C:2]1[CH:7]=[N:6][CH:5]=[C:4]([O:8][CH:24]2[CH2:25][CH2:26][CH2:27][CH2:22]2)[CH:3]=1, predict the reactants needed to synthesize it. (8) Given the product [OH:12][C@H:9]1[CH2:10][C:11]2[C:2]([NH:1][C:43](=[O:44])[C:42]3[CH:46]=[CH:47][C:39]([O:38][C:37]([F:36])([F:48])[F:49])=[CH:40][CH:41]=3)=[CH:3][CH:4]=[CH:5][C:6]=2[CH2:7][CH2:8]1, predict the reactants needed to synthesize it. The reactants are: [NH2:1][C:2]1[CH:3]=[CH:4][CH:5]=[C:6]2[C:11]=1[CH2:10][C@H:9]([OH:12])[CH2:8][CH2:7]2.Cl.CN(C)CCCN=C=NCC.O.ON1C2C=CC=CC=2N=N1.[F:36][C:37]([F:49])([F:48])[O:38][C:39]1[CH:47]=[CH:46][C:42]([C:43](O)=[O:44])=[CH:41][CH:40]=1. (9) Given the product [CH3:8][C:4]([CH3:9])([CH2:5][CH:6]=[CH2:7])[CH2:3][N:2]([CH3:1])[C:11]([NH:10][C@@H:13]([CH2:19][CH2:20][CH2:21][CH2:22][CH2:23][CH:24]=[CH2:25])[C:14]([O:16][CH2:17][CH3:18])=[O:15])=[O:12], predict the reactants needed to synthesize it. The reactants are: [CH3:1][NH:2][CH2:3][C:4]([CH3:9])([CH3:8])[CH2:5][CH:6]=[CH2:7].[N:10]([C@@H:13]([CH2:19][CH2:20][CH2:21][CH2:22][CH2:23][CH:24]=[CH2:25])[C:14]([O:16][CH2:17][CH3:18])=[O:15])=[C:11]=[O:12]. (10) Given the product [Br:17][C:10]1[C:9]([C:13]([F:16])([F:14])[F:15])=[N:8][N:7]([C:2]2[N:1]=[CH:6][CH:5]=[CH:4][N:3]=2)[C:11]=1[NH2:12], predict the reactants needed to synthesize it. The reactants are: [N:1]1[CH:6]=[CH:5][CH:4]=[N:3][C:2]=1[N:7]1[C:11]([NH2:12])=[CH:10][C:9]([C:13]([F:16])([F:15])[F:14])=[N:8]1.[Br:17]Br.O.